Predict which catalyst facilitates the given reaction. From a dataset of Catalyst prediction with 721,799 reactions and 888 catalyst types from USPTO. (1) Reactant: [C:1]([O:5][C:6]([NH:8][CH2:9][CH2:10][CH2:11][C@H:12]([NH:26]C(=O)OCC1C=CC=CC=1)[C:13]([NH:15][CH2:16][CH2:17][NH:18][C:19]([O:21][C:22]([CH3:25])([CH3:24])[CH3:23])=[O:20])=[O:14])=[O:7])([CH3:4])([CH3:3])[CH3:2]. Product: [C:1]([O:5][C:6]([NH:8][CH2:9][CH2:10][CH2:11][C@@H:12]([C:13]([NH:15][CH2:16][CH2:17][NH:18][C:19]([O:21][C:22]([CH3:25])([CH3:24])[CH3:23])=[O:20])=[O:14])[NH2:26])=[O:7])([CH3:4])([CH3:3])[CH3:2]. The catalyst class is: 29. (2) Reactant: [CH3:1][O:2][C:3]1[CH:4]=[C:5]2[C:10](=[CH:11][C:12]=1[O:13][CH2:14][C@H:15]1[CH2:17][O:16]1)[N:9]=[CH:8][N:7]=[C:6]2[O:18][C:19]1[CH:20]=[C:21]2[C:25](=[CH:26][CH:27]=1)[NH:24][CH:23]=[C:22]2[CH3:28].[NH2:29][CH2:30][CH2:31][CH2:32][N:33]1[CH2:38][CH2:37][O:36][CH2:35][CH2:34]1. Product: [OH:16][C@H:15]([CH2:17][NH:29][CH2:30][CH2:31][CH2:32][N:33]1[CH2:38][CH2:37][O:36][CH2:35][CH2:34]1)[CH2:14][O:13][C:12]1[CH:11]=[C:10]2[C:5]([C:6]([O:18][C:19]3[CH:20]=[C:21]4[C:25](=[CH:26][CH:27]=3)[NH:24][CH:23]=[C:22]4[CH3:28])=[N:7][CH:8]=[N:9]2)=[CH:4][C:3]=1[O:2][CH3:1]. The catalyst class is: 3. (3) Reactant: [I:1][C:2]1[CH:3]=[C:4]([CH:8]=[CH:9][C:10]=1[O:11][CH:12]1[CH2:16][CH2:15][N:14]([C:17]([N:19]2[CH2:23][CH2:22][CH2:21][CH2:20]2)=[O:18])[CH2:13]1)[C:5](O)=[O:6].C(Cl)(=O)C([Cl:27])=O. Product: [I:1][C:2]1[CH:3]=[C:4]([CH:8]=[CH:9][C:10]=1[O:11][CH:12]1[CH2:16][CH2:15][N:14]([C:17]([N:19]2[CH2:23][CH2:22][CH2:21][CH2:20]2)=[O:18])[CH2:13]1)[C:5]([Cl:27])=[O:6]. The catalyst class is: 118. (4) Reactant: [C:1]([O:5][C:6]([C:8]1[C:20]2[C:11](=[C:12]3[C:17](=[CH:18][CH:19]=2)[CH:16]=[N:15][C:14](Cl)=[CH:13]3)[NH:10][C:9]=1[CH2:22][O:23][CH3:24])=[O:7])([CH3:4])([CH3:3])[CH3:2].[C:25]1(/[CH:31]=[CH:32]/B(O)O)[CH:30]=[CH:29][CH:28]=[CH:27][CH:26]=1.C([O-])([O-])=O.[K+].[K+]. Product: [C:1]([O:5][C:6]([C:8]1[C:20]2[C:11](=[C:12]3[C:17](=[CH:18][CH:19]=2)[CH:16]=[N:15][C:14](/[CH:32]=[CH:31]/[C:25]2[CH:30]=[CH:29][CH:28]=[CH:27][CH:26]=2)=[CH:13]3)[NH:10][C:9]=1[CH2:22][O:23][CH3:24])=[O:7])([CH3:4])([CH3:3])[CH3:2]. The catalyst class is: 710.